Dataset: Full USPTO retrosynthesis dataset with 1.9M reactions from patents (1976-2016). Task: Predict the reactants needed to synthesize the given product. Given the product [C:34]([O:33][C:31](=[O:32])[N:13]([CH2:12][C@H:8]1[CH2:9][CH2:10][CH2:11][N:7]1[C:5]1[N:4]([CH3:15])[N:3]=[C:2]([Br:1])[CH:6]=1)[CH3:14])([CH3:35])([CH3:36])[CH3:37], predict the reactants needed to synthesize it. The reactants are: [Br:1][C:2]1[CH:6]=[C:5]([N:7]2[CH2:11][CH2:10][CH2:9][C@@H:8]2[CH2:12][NH:13][CH3:14])[N:4]([CH3:15])[N:3]=1.C(N(CC)CC)C.[C:31](O[C:31]([O:33][C:34]([CH3:37])([CH3:36])[CH3:35])=[O:32])([O:33][C:34]([CH3:37])([CH3:36])[CH3:35])=[O:32].